Regression. Given a peptide amino acid sequence and an MHC pseudo amino acid sequence, predict their binding affinity value. This is MHC class I binding data. From a dataset of Peptide-MHC class I binding affinity with 185,985 pairs from IEDB/IMGT. (1) The peptide sequence is VLKLRFWLI. The MHC is HLA-A80:01 with pseudo-sequence HLA-A80:01. The binding affinity (normalized) is 0.0847. (2) The peptide sequence is RVRLSMLTV. The MHC is HLA-B15:01 with pseudo-sequence HLA-B15:01. The binding affinity (normalized) is 0.477. (3) The peptide sequence is QNGALAINTF. The MHC is HLA-A26:01 with pseudo-sequence HLA-A26:01. The binding affinity (normalized) is 0. (4) The peptide sequence is RASHFRKLF. The MHC is HLA-A03:01 with pseudo-sequence HLA-A03:01. The binding affinity (normalized) is 0.0847. (5) The peptide sequence is TRSFTTHFL. The MHC is HLA-C06:02 with pseudo-sequence YDSGYREKYRQADVNKLYLWYDSYTWAEWAYTWY. The binding affinity (normalized) is 0.583. (6) The peptide sequence is IHESVIGQL. The MHC is HLA-B08:01 with pseudo-sequence HLA-B08:01. The binding affinity (normalized) is 0.0847. (7) The peptide sequence is SWKQSKMWR. The MHC is HLA-B07:02 with pseudo-sequence HLA-B07:02. The binding affinity (normalized) is 0.0847. (8) The peptide sequence is RTRGGVAAA. The MHC is HLA-A02:01 with pseudo-sequence HLA-A02:01. The binding affinity (normalized) is 0.0847. (9) The peptide sequence is ELIKAMNHF. The MHC is HLA-B48:01 with pseudo-sequence HLA-B48:01. The binding affinity (normalized) is 0.0847. (10) The peptide sequence is WRSATETL. The MHC is HLA-B27:05 with pseudo-sequence HLA-B27:05. The binding affinity (normalized) is 0.125.